From a dataset of Full USPTO retrosynthesis dataset with 1.9M reactions from patents (1976-2016). Predict the reactants needed to synthesize the given product. (1) The reactants are: [Cl:1][C:2]1[CH:7]=[C:6]2[NH:8][C:9](=[O:40])[C:10]3([CH:15]([C:16]4[CH:21]=[C:20]([Cl:22])[CH:19]=[CH:18][C:17]=4[O:23][C:24]([C:27](O)=[O:28])([CH3:26])[CH3:25])[CH2:14][C:13](=[O:30])[NH:12][CH:11]3[C:31]3[CH:36]=[C:35]([Cl:37])[CH:34]=[CH:33][C:32]=3[O:38][CH3:39])[C:5]2=[CH:4][CH:3]=1.C1N=CN(C(N2C=NC=C2)=O)C=1.[CH3:53][S:54]([NH2:57])(=[O:56])=[O:55].[H-].[Na+].Cl. Given the product [Cl:22][C:20]1[CH:19]=[CH:18][C:17]([O:23][C:24]([CH3:26])([CH3:25])[C:27]([NH:57][S:54]([CH3:53])(=[O:56])=[O:55])=[O:28])=[C:16]([CH:15]2[CH2:14][C:13](=[O:30])[NH:12][CH:11]([C:31]3[CH:36]=[C:35]([Cl:37])[CH:34]=[CH:33][C:32]=3[O:38][CH3:39])[C:10]32[C:5]2[C:6](=[CH:7][C:2]([Cl:1])=[CH:3][CH:4]=2)[NH:8][C:9]3=[O:40])[CH:21]=1, predict the reactants needed to synthesize it. (2) Given the product [C:1]1([S:7]([N:18]2[C:19]3[C:15](=[CH:14][C:13]([O:12][CH3:11])=[CH:21][CH:20]=3)[CH:16]=[CH:17]2)(=[O:9])=[O:8])[CH:6]=[CH:5][CH:4]=[CH:3][CH:2]=1, predict the reactants needed to synthesize it. The reactants are: [C:1]1([S:7](Cl)(=[O:9])=[O:8])[CH:6]=[CH:5][CH:4]=[CH:3][CH:2]=1.[CH3:11][O:12][C:13]1[CH:14]=[C:15]2[C:19](=[CH:20][CH:21]=1)[NH:18][CH:17]=[CH:16]2. (3) Given the product [CH3:23][NH:24][C:3]([C@@H:5]1[O:9][C:8](=[O:10])[N:7]([C:11]2[CH:22]=[CH:21][C:14]3[N:15]([CH3:20])[C:16](=[O:19])[CH2:17][S:18][C:13]=3[CH:12]=2)[CH2:6]1)=[O:4], predict the reactants needed to synthesize it. The reactants are: CO[C:3]([C@@H:5]1[O:9][C:8](=[O:10])[N:7]([C:11]2[CH:22]=[CH:21][C:14]3[N:15]([CH3:20])[C:16](=[O:19])[CH2:17][S:18][C:13]=3[CH:12]=2)[CH2:6]1)=[O:4].[CH3:23][NH2:24].